Predict the reaction yield, written as a fraction of the theoretical maximum amount of product (1.0 means a 100% yield; for example, 0.34 means a 34% yield). From a dataset of Reaction yield outcomes from USPTO patents with 853,638 reactions. (1) The reactants are [CH3:1][C:2]1[CH:7]=[CH:6][C:5]([S:8]([CH2:11][CH2:12][CH3:13])(=[O:10])=[O:9])=[C:4]([N+:14]([O-])=O)[CH:3]=1.[H][H]. The catalyst is CO.[Pd]. The product is [CH3:1][C:2]1[CH:7]=[CH:6][C:5]([S:8]([CH2:11][CH2:12][CH3:13])(=[O:10])=[O:9])=[C:4]([CH:3]=1)[NH2:14]. The yield is 0.940. (2) The reactants are [Cl:1][C:2]1[CH:34]=[CH:33][CH:32]=[C:31]([F:35])[C:3]=1[C:4]([NH:6][C:7]1[CH:15]=[C:14]2[C:10](C(C=C)=[N:12][N:13]2[S:16]([C:19]2[CH:24]=[CH:23][CH:22]=[C:21]([C:25]([F:28])([F:27])[F:26])[CH:20]=2)(=[O:18])=[O:17])=[CH:9][CH:8]=1)=[O:5].C[N+]1([O-])CC[O:40]CC1.S(=O)(O)[O-].[Na+].C1COCC1.[CH3:54][C:55]([CH3:57])=[O:56].O. The catalyst is O.[Cl-].[Na+].O.O=[Os](=O)(=O)=O. The product is [Cl:1][C:2]1[CH:34]=[CH:33][CH:32]=[C:31]([F:35])[C:3]=1[C:4]([NH:6][C:7]1[CH:15]=[C:14]2[C:10]([C:54]([CH:55]([OH:56])[CH2:57][OH:40])=[N:12][N:13]2[S:16]([C:19]2[CH:24]=[CH:23][CH:22]=[C:21]([C:25]([F:28])([F:27])[F:26])[CH:20]=2)(=[O:18])=[O:17])=[CH:9][CH:8]=1)=[O:5]. The yield is 0.550. (3) The reactants are [N:1]1[CH:6]=[CH:5][C:4]([CH3:7])=[CH:3][CH:2]=1.[Li+].CC([N-][CH:13]([CH3:15])[CH3:14])C.C1COCC1.CCCCCCC.C(C1C=CC=CC=1)C.C1(Br)CC1.[NH4+].[Cl-]. The catalyst is C1COCC1. The product is [CH:13]1([CH2:7][C:4]2[CH:5]=[CH:6][N:1]=[CH:2][CH:3]=2)[CH2:15][CH2:14]1. The yield is 0.310. (4) The reactants are CC([O-])=O.[K+].Br[C:7]1[CH:22]=[CH:21][C:10]([C:11]([O:13][CH2:14][C:15]2[CH:20]=[CH:19][CH:18]=[CH:17][CH:16]=2)=[O:12])=[CH:9][C:8]=1[O:23][CH3:24].[CH3:25][C:26]1([CH3:42])[C:30]([CH3:32])([CH3:31])[O:29][B:28]([B:28]2[O:29][C:30]([CH3:32])([CH3:31])[C:26]([CH3:42])([CH3:25])[O:27]2)[O:27]1. The catalyst is C1C=CC(P(C2C=CC=CC=2)[C-]2C=CC=C2)=CC=1.C1C=CC(P(C2C=CC=CC=2)[C-]2C=CC=C2)=CC=1.Cl[Pd]Cl.[Fe+2].CN(C=O)C. The product is [CH3:24][O:23][C:8]1[CH:9]=[C:10]([CH:21]=[CH:22][C:7]=1[B:28]1[O:29][C:30]([CH3:32])([CH3:31])[C:26]([CH3:42])([CH3:25])[O:27]1)[C:11]([O:13][CH2:14][C:15]1[CH:20]=[CH:19][CH:18]=[CH:17][CH:16]=1)=[O:12]. The yield is 0.340.